From a dataset of Full USPTO retrosynthesis dataset with 1.9M reactions from patents (1976-2016). Predict the reactants needed to synthesize the given product. (1) The reactants are: Br[C:2]1[CH:3]=[N:4][CH:5]=[C:6]2[C:11]=1[N:10]=[C:9]([C:12]([NH2:14])=[O:13])[CH:8]=[CH:7]2.CC1(C)C(C)(C)OB([C:23]2[CH:28]=[CH:27][C:26]([CH2:29][NH2:30])=[CH:25][CH:24]=2)O1. Given the product [NH2:30][CH2:29][C:26]1[CH:27]=[CH:28][C:23]([C:2]2[CH:3]=[N:4][CH:5]=[C:6]3[C:11]=2[N:10]=[C:9]([C:12]([NH2:14])=[O:13])[CH:8]=[CH:7]3)=[CH:24][CH:25]=1, predict the reactants needed to synthesize it. (2) Given the product [F:9][C:5]1[CH:4]=[C:3]([C:10]2[CH:15]=[CH:14][C:13]([S:16]([CH3:19])(=[O:18])=[O:17])=[CH:12][CH:11]=2)[C:2]([C:24]2[CH:25]=[CH:26][C:21]([F:20])=[C:22]([CH3:30])[CH:23]=2)=[CH:7][C:6]=1[F:8], predict the reactants needed to synthesize it. The reactants are: Br[C:2]1[CH:7]=[C:6]([F:8])[C:5]([F:9])=[CH:4][C:3]=1[C:10]1[CH:15]=[CH:14][C:13]([S:16]([CH3:19])(=[O:18])=[O:17])=[CH:12][CH:11]=1.[F:20][C:21]1[CH:26]=[CH:25][C:24](B(O)O)=[CH:23][C:22]=1[CH3:30].